This data is from Forward reaction prediction with 1.9M reactions from USPTO patents (1976-2016). The task is: Predict the product of the given reaction. Given the reactants [CH3:1][O:2][C:3]([CH:5]1[CH2:10][CH2:9][N:8]([C:11]([O:13][C:14]([CH3:17])([CH3:16])[CH3:15])=[O:12])[CH2:7][CH2:6]1)=[O:4].C([N-]C(C)C)(C)C.[Li+].[CH:26]1[CH:31]=[CH:30][C:29]([C:32]2[CH:37]=[CH:36][C:35]([CH2:38]Br)=[CH:34][CH:33]=2)=[CH:28][CH:27]=1.C(OCC)(=O)C, predict the reaction product. The product is: [CH3:1][O:2][C:3]([C:5]1([CH2:38][C:35]2[CH:36]=[CH:37][C:32]([C:29]3[CH:28]=[CH:27][CH:26]=[CH:31][CH:30]=3)=[CH:33][CH:34]=2)[CH2:6][CH2:7][N:8]([C:11]([O:13][C:14]([CH3:17])([CH3:16])[CH3:15])=[O:12])[CH2:9][CH2:10]1)=[O:4].